Dataset: Forward reaction prediction with 1.9M reactions from USPTO patents (1976-2016). Task: Predict the product of the given reaction. (1) Given the reactants [CH2:1]([O:3][C:4]([N:6]1[C:15]2[C:10](=[CH:11][C:12]([C:16]([F:19])([F:18])[F:17])=[CH:13][CH:14]=2)[C@@H:9]([NH:20][C:21]([O:23][CH3:24])=[O:22])[CH2:8][C@H:7]1[CH2:25][CH3:26])=[O:5])[CH3:2].CC(C)([O-])C.[K+].[F:33][C:34]([F:48])([F:47])[C:35]1[CH:36]=[C:37]([CH:40]=[C:41]([C:43]([F:46])([F:45])[F:44])[CH:42]=1)[CH2:38]Br.N12CCN(CC1)CC2.Cl, predict the reaction product. The product is: [CH2:1]([O:3][C:4]([N:6]1[C:15]2[C:10](=[CH:11][C:12]([C:16]([F:18])([F:17])[F:19])=[CH:13][CH:14]=2)[C@@H:9]([N:20]([CH2:38][C:37]2[CH:40]=[C:41]([C:43]([F:45])([F:46])[F:44])[CH:42]=[C:35]([C:34]([F:33])([F:47])[F:48])[CH:36]=2)[C:21]([O:23][CH3:24])=[O:22])[CH2:8][C@H:7]1[CH2:25][CH3:26])=[O:5])[CH3:2]. (2) Given the reactants COC(=O)C(O)=CC(=O)N(CC1C=CC(F)=CC=1)C.C=O.[Cl:22][C:23]1[CH:28]=[CH:27][CH:26]=[CH:25][C:24]=1[CH2:29][CH2:30][NH2:31].[F:32][C:33]1[CH:51]=[CH:50][C:36]([CH2:37][N:38]([CH3:49])[C:39]([C:41]2[CH2:42]N(C)[C:44](=[O:47])[C:45]=2[OH:46])=[O:40])=[CH:35][CH:34]=1, predict the reaction product. The product is: [F:32][C:33]1[CH:51]=[CH:50][C:36]([CH2:37][N:38]([CH3:49])[C:39]([C:41]2[CH2:42][N:31]([CH2:30][CH2:29][C:24]3[CH:25]=[CH:26][CH:27]=[CH:28][C:23]=3[Cl:22])[C:44](=[O:47])[C:45]=2[OH:46])=[O:40])=[CH:35][CH:34]=1.